From a dataset of hERG potassium channel inhibition data for cardiac toxicity prediction from Karim et al.. Regression/Classification. Given a drug SMILES string, predict its toxicity properties. Task type varies by dataset: regression for continuous values (e.g., LD50, hERG inhibition percentage) or binary classification for toxic/non-toxic outcomes (e.g., AMES mutagenicity, cardiotoxicity, hepatotoxicity). Dataset: herg_karim. (1) The drug is CCc1ccc2c(N3CC(NC)C3)nc(N)nc2c1. The result is 1 (blocker). (2) The result is 1 (blocker). The molecule is Cc1ccc(-c2c(C)c(CNC3CCCC3)nn2-c2ncc(Cl)cc2Cl)cn1. (3) The molecule is CCCC[N+](CCCC)CC(O)c1cc(Cl)cc2c1-c1ccc(Cl)cc1/C2=C\c1ccc(Cl)cc1. The result is 1 (blocker). (4) The molecule is N[C@H](C(=O)N1CC(c2cc(F)ccc2F)=C[C@H]1c1ccccc1)C1CC1. The result is 1 (blocker). (5) The drug is O=C(/C=C/c1ccc2c(c1)CN(C(=O)C1CCCCC1)C2)NO. The result is 0 (non-blocker). (6) The drug is C=CCN(C(=O)[C@@]1(c2cccs2)C[C@H]1CN)C1CC1. The result is 0 (non-blocker). (7) The drug is Cn1c(SCCCN2CC[C@]3(C[C@@H]3c3ccc(C(F)(F)F)cc3)C2)nnc1-c1ccc(C#N)cc1. The result is 1 (blocker).